This data is from Full USPTO retrosynthesis dataset with 1.9M reactions from patents (1976-2016). The task is: Predict the reactants needed to synthesize the given product. Given the product [CH3:19][O:21][C:22]1[CH:24]=[N:10][C:9]([C:12]2[NH:13][C:14]([CH3:15])=[N:17][N:18]=2)=[C:8]2[C:4]=1[CH:5]=[CH:6][NH:7]2, predict the reactants needed to synthesize it. The reactants are: COC1C=[N:10][C:9]([C:12]#[N:13])=[C:8]2[C:4]=1[CH:5]=[CH:6][NH:7]2.[C:14]([NH:17][NH2:18])(=O)[CH3:15].[CH2:19]([O:21][C:22]([CH3:24])=O)C.O.